This data is from Forward reaction prediction with 1.9M reactions from USPTO patents (1976-2016). The task is: Predict the product of the given reaction. Given the reactants [ClH:1].[F:2][C:3]1[CH:55]=[CH:54][C:6]([CH2:7][N:8]([CH3:53])[C:9](=[O:52])[C@@H:10]([NH:17][C:18]([C:20]2[CH:21]=[C:22]3[C:27](=[CH:28][CH:29]=2)[N:26]=[C:25]([NH:30][C:31]([C:33]2[CH:38]=[CH:37][CH:36]=[CH:35][C:34]=2[CH:39]2[CH2:44][CH2:43][N:42](C(OC(C)(C)C)=O)[CH2:41][CH2:40]2)=[O:32])[CH:24]=[CH:23]3)=[O:19])[C:11]2[CH:16]=[CH:15][CH:14]=[CH:13][CH:12]=2)=[CH:5][CH:4]=1, predict the reaction product. The product is: [ClH:1].[F:2][C:3]1[CH:55]=[CH:54][C:6]([CH2:7][N:8]([CH3:53])[C:9](=[O:52])[C@@H:10]([NH:17][C:18]([C:20]2[CH:21]=[C:22]3[C:27](=[CH:28][CH:29]=2)[N:26]=[C:25]([NH:30][C:31](=[O:32])[C:33]2[CH:38]=[CH:37][CH:36]=[CH:35][C:34]=2[CH:39]2[CH2:44][CH2:43][NH:42][CH2:41][CH2:40]2)[CH:24]=[CH:23]3)=[O:19])[C:11]2[CH:12]=[CH:13][CH:14]=[CH:15][CH:16]=2)=[CH:5][CH:4]=1.